This data is from Catalyst prediction with 721,799 reactions and 888 catalyst types from USPTO. The task is: Predict which catalyst facilitates the given reaction. Reactant: [CH3:1][O:2][C:3]1[CH:17]=[CH:16][C:6]([CH2:7][NH:8][C:9]2[CH:14]=[CH:13][C:12]([CH3:15])=[CH:11][N:10]=2)=[CH:5][CH:4]=1.CC(C)([O-])C.[K+].Br[C:25]1[C:26]2[N:27]([CH:32]=[CH:33][N:34]=2)[N:28]=[C:29]([Cl:31])[CH:30]=1. Product: [Cl:31][C:29]1[CH:30]=[C:25]([N:8]([CH2:7][C:6]2[CH:5]=[CH:4][C:3]([O:2][CH3:1])=[CH:17][CH:16]=2)[C:9]2[CH:14]=[CH:13][C:12]([CH3:15])=[CH:11][N:10]=2)[C:26]2[N:27]([CH:32]=[CH:33][N:34]=2)[N:28]=1. The catalyst class is: 1.